Dataset: Catalyst prediction with 721,799 reactions and 888 catalyst types from USPTO. Task: Predict which catalyst facilitates the given reaction. (1) Reactant: [CH3:1][C:2]1[CH:7]=[CH:6][C:5]([C:8](=[O:26])[NH:9][C:10]2[CH:15]=[C:14]([C:16]([F:19])([F:18])[F:17])[CH:13]=[C:12]([N:20]3[CH:24]=[C:23]([CH3:25])[N:22]=[CH:21]3)[CH:11]=2)=[CH:4][C:3]=1[C:27]#[C:28][C:29]1[S:33][C:32]([NH:34]C(=O)OC(C)(C)C)=[N:31][CH:30]=1. Product: [NH2:34][C:32]1[S:33][C:29]([C:28]#[C:27][C:3]2[CH:4]=[C:5]([CH:6]=[CH:7][C:2]=2[CH3:1])[C:8]([NH:9][C:10]2[CH:15]=[C:14]([C:16]([F:18])([F:17])[F:19])[CH:13]=[C:12]([N:20]3[CH:24]=[C:23]([CH3:25])[N:22]=[CH:21]3)[CH:11]=2)=[O:26])=[CH:30][N:31]=1. The catalyst class is: 137. (2) Reactant: S(Cl)([Cl:4])(=O)=O.[CH:6]([NH:9][C:10]([N:12]1[C:16]([CH3:17])=[CH:15][C:14]([O:18][C:19]2[C:24]([Cl:25])=[CH:23][C:22]([C:26]([F:29])([F:28])[F:27])=[CH:21][C:20]=2[Cl:30])=[N:13]1)=[O:11])([CH3:8])[CH3:7]. Product: [CH:6]([NH:9][C:10]([N:12]1[C:16]([CH3:17])=[C:15]([Cl:4])[C:14]([O:18][C:19]2[C:20]([Cl:30])=[CH:21][C:22]([C:26]([F:29])([F:27])[F:28])=[CH:23][C:24]=2[Cl:25])=[N:13]1)=[O:11])([CH3:8])[CH3:7]. The catalyst class is: 15. (3) Reactant: [CH2:1]([C:3]1[CH:18]=[C:17]([O:19][CH2:20][CH:21]=[C:22]([Cl:24])[Cl:23])[CH:16]=[C:15]([CH2:25][CH3:26])[C:4]=1[O:5][CH2:6][CH2:7][CH2:8][CH2:9][O:10][CH2:11][CH:12]=[N:13][OH:14])[CH3:2].C(=O)([O-])[O-].[K+].[K+].[CH2:33](Br)[C:34]1[CH:39]=[CH:38][CH:37]=[CH:36][CH:35]=1.CN(C)C=O. Product: [CH2:33]([O:14][N:13]=[CH:12][CH2:11][O:10][CH2:9][CH2:8][CH2:7][CH2:6][O:5][C:4]1[C:15]([CH2:25][CH3:26])=[CH:16][C:17]([O:19][CH2:20][CH:21]=[C:22]([Cl:23])[Cl:24])=[CH:18][C:3]=1[CH2:1][CH3:2])[C:34]1[CH:39]=[CH:38][CH:37]=[CH:36][CH:35]=1. The catalyst class is: 6. (4) Reactant: CS(O[CH2:6][CH:7]1[S:11][C:10]([C:12]2[NH:13][C:14]3[C:19]([CH:20]=2)=[CH:18][CH:17]=[CH:16][C:15]=3[N:21]([CH3:31])[S:22]([C:25]2[CH:30]=[CH:29][CH:28]=[CH:27][N:26]=2)(=[O:24])=[O:23])=[N:9][CH2:8]1)(=O)=O.[NH:32]1[CH:36]=[CH:35][N:34]=[C:33]1[C:37]([O:39][CH2:40][CH3:41])=[O:38].C(=O)([O-])[O-].[K+].[K+].CN(C)C=O. Product: [CH3:31][N:21]([S:22]([C:25]1[CH:30]=[CH:29][CH:28]=[CH:27][N:26]=1)(=[O:24])=[O:23])[C:15]1[CH:16]=[CH:17][CH:18]=[C:19]2[C:14]=1[NH:13][C:12]([C:10]1[S:11][CH:7]([CH2:6][N:32]3[CH:36]=[CH:35][N:34]=[C:33]3[C:37]([O:39][CH2:40][CH3:41])=[O:38])[CH2:8][N:9]=1)=[CH:20]2. The catalyst class is: 6. (5) Reactant: Cl.CN(C)CCCN=C=NCC.ON1C2C=CC=CC=2N=N1.[I:23][C:24]1[CH:25]=[C:26]2[C:30](=[CH:31][CH:32]=1)[N:29]([CH2:33][C:34]1[CH:39]=[CH:38][CH:37]=[C:36]([F:40])[CH:35]=1)[C:28]([C:41](O)=[O:42])=[CH:27]2.[NH2:44][C:45]1[CH:46]=[N:47][C:48]([N:51]2[CH2:54][CH2:53][CH2:52]2)=[CH:49][CH:50]=1. Product: [N:51]1([C:48]2[N:47]=[CH:46][C:45]([NH:44][C:41]([C:28]3[N:29]([CH2:33][C:34]4[CH:39]=[CH:38][CH:37]=[C:36]([F:40])[CH:35]=4)[C:30]4[C:26]([CH:27]=3)=[CH:25][C:24]([I:23])=[CH:32][CH:31]=4)=[O:42])=[CH:50][CH:49]=2)[CH2:54][CH2:53][CH2:52]1. The catalyst class is: 248. (6) Product: [F:27][C:2]([F:1])([F:26])[C:3]1[CH:21]=[C:20]([C:22]([F:23])([F:24])[F:25])[CH:19]=[CH:18][C:4]=1[CH2:5][O:6][C:7]1[CH:14]=[CH:13][C:10](/[CH:11]=[C:34]2/[C:30]([NH:29][CH3:28])=[N:31][C:32](=[O:35])[S:33]/2)=[CH:9][C:8]=1[N+:15]([O-:17])=[O:16]. Reactant: [F:1][C:2]([F:27])([F:26])[C:3]1[CH:21]=[C:20]([C:22]([F:25])([F:24])[F:23])[CH:19]=[CH:18][C:4]=1[CH2:5][O:6][C:7]1[CH:14]=[CH:13][C:10]([CH:11]=O)=[CH:9][C:8]=1[N+:15]([O-:17])=[O:16].[CH3:28][NH:29][C:30]1[CH2:34][S:33][C:32](=[O:35])[N:31]=1.CC(C)([O-])C.[K+]. The catalyst class is: 8. (7) Reactant: [CH:1]([Si:4]([CH:47]([CH3:49])[CH3:48])([CH:44]([CH3:46])[CH3:45])[O:5][C@H:6]1[C@H:11]([O:12][Si:13]([CH:20]([CH3:22])[CH3:21])([CH:17]([CH3:19])[CH3:18])[CH:14]([CH3:16])[CH3:15])[CH:10]=[C:9]([C:23]2[CH:28]=[CH:27][N:26]=[CH:25][C:24]=2[N+:29]([O-])=O)[O:8][C@@H:7]1[CH2:32][O:33][Si:34]([CH:41]([CH3:43])[CH3:42])([CH:38]([CH3:40])[CH3:39])[CH:35]([CH3:37])[CH3:36])([CH3:3])[CH3:2]. Product: [CH:47]([Si:4]([CH:1]([CH3:3])[CH3:2])([CH:44]([CH3:46])[CH3:45])[O:5][C@H:6]1[C@H:11]([O:12][Si:13]([CH:14]([CH3:15])[CH3:16])([CH:17]([CH3:19])[CH3:18])[CH:20]([CH3:22])[CH3:21])[CH:10]=[C:9]([C:23]2[CH:28]=[CH:27][N:26]=[CH:25][C:24]=2[NH2:29])[O:8][C@@H:7]1[CH2:32][O:33][Si:34]([CH:35]([CH3:37])[CH3:36])([CH:38]([CH3:40])[CH3:39])[CH:41]([CH3:43])[CH3:42])([CH3:48])[CH3:49]. The catalyst class is: 409.